Dataset: Reaction yield outcomes from USPTO patents with 853,638 reactions. Task: Predict the reaction yield, written as a fraction of the theoretical maximum amount of product (1.0 means a 100% yield; for example, 0.34 means a 34% yield). (1) The reactants are [Si:1]([O:18][CH2:19][C@@H:20]1[CH2:24][CH2:23][C:22](=O)[N:21]1[C:26]([O:28][C:29]([CH3:32])([CH3:31])[CH3:30])=[O:27])([C:14]([CH3:17])([CH3:16])[CH3:15])([C:8]1[CH:13]=[CH:12][CH:11]=[CH:10][CH:9]=1)[C:2]1[CH:7]=[CH:6][CH:5]=[CH:4][CH:3]=1.C([BH-](CC)CC)C.[Li+].CCN(C(C)C)C(C)C.FC(F)(F)C(OC(=O)C(F)(F)F)=O. The catalyst is CN(C1C=CN=CC=1)C.C1(C)C=CC=CC=1. The product is [Si:1]([O:18][CH2:19][C@@H:20]1[CH2:24][CH:23]=[CH:22][N:21]1[C:26]([O:28][C:29]([CH3:32])([CH3:31])[CH3:30])=[O:27])([C:14]([CH3:16])([CH3:17])[CH3:15])([C:8]1[CH:13]=[CH:12][CH:11]=[CH:10][CH:9]=1)[C:2]1[CH:7]=[CH:6][CH:5]=[CH:4][CH:3]=1. The yield is 0.820. (2) The reactants are [CH3:1][C:2]1([CH3:12])[O:6][C@@H:5]([CH:7]=[N:8][OH:9])[C:4]([CH3:11])([CH3:10])[O:3]1.[Cl:13]N1C(=O)CCC1=O.O. The catalyst is CN(C=O)C. The product is [OH:9][N:8]=[C:7]([Cl:13])[C@H:5]1[C:4]([CH3:11])([CH3:10])[O:3][C:2]([CH3:12])([CH3:1])[O:6]1. The yield is 0.796.